From a dataset of Forward reaction prediction with 1.9M reactions from USPTO patents (1976-2016). Predict the product of the given reaction. The product is: [F:46][C:47]1[CH:48]=[C:49]([CH:92]=[CH:93][CH:94]=1)[CH2:50][N:51]1[C:55]([CH3:56])=[C:54]([C:57]2[C:65]3[C:60](=[N:61][CH:62]=[C:63]([C:66]4[CH:67]=[C:68]([N:72]5[CH2:77][CH2:76][N:75]([CH2:78][CH2:79][OH:80])[CH2:74][CH2:73]5)[CH:69]=[CH:70][CH:71]=4)[CH:64]=3)[NH:59][CH:58]=2)[C:53]([CH3:91])=[N:52]1. Given the reactants Cl.FC1C=C(C=CC=1)CN1C=C(C2C3C(=NC=C(C4C=CC(C5CCNCC5)=CC=4)C=3)N(S(C3C=CC(C)=CC=3)(=O)=O)C=2)C=N1.[F:46][C:47]1[CH:48]=[C:49]([CH:92]=[CH:93][CH:94]=1)[CH2:50][N:51]1[C:55]([CH3:56])=[C:54]([C:57]2[C:65]3[C:60](=[N:61][CH:62]=[C:63]([C:66]4[CH:67]=[C:68]([N:72]5[CH2:77][CH2:76][N:75]([CH2:78][CH2:79][OH:80])[CH2:74][CH2:73]5)[CH:69]=[CH:70][CH:71]=4)[CH:64]=3)[N:59](S(C3C=CC(C)=CC=3)(=O)=O)[CH:58]=2)[C:53]([CH3:91])=[N:52]1.[OH-].[Li+], predict the reaction product.